Dataset: NCI-60 drug combinations with 297,098 pairs across 59 cell lines. Task: Regression. Given two drug SMILES strings and cell line genomic features, predict the synergy score measuring deviation from expected non-interaction effect. (1) Drug 1: CC1=C(C(CCC1)(C)C)C=CC(=CC=CC(=CC(=O)O)C)C. Drug 2: CC(C)(C#N)C1=CC(=CC(=C1)CN2C=NC=N2)C(C)(C)C#N. Cell line: RXF 393. Synergy scores: CSS=3.36, Synergy_ZIP=1.34, Synergy_Bliss=4.36, Synergy_Loewe=4.14, Synergy_HSA=3.51. (2) Drug 1: C1CCC(CC1)NC(=O)N(CCCl)N=O. Drug 2: CC1=C2C(C(=O)C3(C(CC4C(C3C(C(C2(C)C)(CC1OC(=O)C(C(C5=CC=CC=C5)NC(=O)C6=CC=CC=C6)O)O)OC(=O)C7=CC=CC=C7)(CO4)OC(=O)C)O)C)OC(=O)C. Cell line: OVCAR-4. Synergy scores: CSS=36.3, Synergy_ZIP=-4.79, Synergy_Bliss=-1.02, Synergy_Loewe=-35.7, Synergy_HSA=0.594. (3) Drug 1: C1=CC=C(C=C1)NC(=O)CCCCCCC(=O)NO. Drug 2: CC1CCCC2(C(O2)CC(NC(=O)CC(C(C(=O)C(C1O)C)(C)C)O)C(=CC3=CSC(=N3)C)C)C. Cell line: MCF7. Synergy scores: CSS=31.8, Synergy_ZIP=-5.67, Synergy_Bliss=-1.69, Synergy_Loewe=-4.82, Synergy_HSA=0.758. (4) Drug 1: C1=CC=C(C=C1)NC(=O)CCCCCCC(=O)NO. Drug 2: CC(C)(C#N)C1=CC(=CC(=C1)CN2C=NC=N2)C(C)(C)C#N. Cell line: NCI-H522. Synergy scores: CSS=4.89, Synergy_ZIP=-2.83, Synergy_Bliss=-1.19, Synergy_Loewe=-0.880, Synergy_HSA=-0.742. (5) Drug 1: CCC(=C(C1=CC=CC=C1)C2=CC=C(C=C2)OCCN(C)C)C3=CC=CC=C3.C(C(=O)O)C(CC(=O)O)(C(=O)O)O. Drug 2: CC1=C2C(C(=O)C3(C(CC4C(C3C(C(C2(C)C)(CC1OC(=O)C(C(C5=CC=CC=C5)NC(=O)OC(C)(C)C)O)O)OC(=O)C6=CC=CC=C6)(CO4)OC(=O)C)O)C)O. Cell line: ACHN. Synergy scores: CSS=32.0, Synergy_ZIP=10.6, Synergy_Bliss=16.9, Synergy_Loewe=4.58, Synergy_HSA=13.3.